Predict the product of the given reaction. From a dataset of Forward reaction prediction with 1.9M reactions from USPTO patents (1976-2016). (1) Given the reactants [NH2:1][C@@H:2]1[CH2:7][CH2:6][C@H:5]([C:8]([OH:10])=[O:9])[CH2:4][CH2:3]1.O=S(Cl)Cl.[CH3:15]O, predict the reaction product. The product is: [NH2:1][C@@H:2]1[CH2:7][CH2:6][C@H:5]([C:8]([O:10][CH3:15])=[O:9])[CH2:4][CH2:3]1. (2) Given the reactants [O:1]1[C:5]2[CH:6]=[C:7]([C:10](=[O:21])[C@H:11]([NH:13][C:14](=[O:20])[O:15][C:16]([CH3:19])([CH3:18])[CH3:17])[CH3:12])[CH:8]=[CH:9][C:4]=2[CH2:3][CH2:2]1.CC(O)C.[Al](OC(C)C)(OC(C)C)OC(C)C, predict the reaction product. The product is: [O:1]1[C:5]2[CH:6]=[C:7]([C@@H:10]([OH:21])[C@H:11]([NH:13][C:14](=[O:20])[O:15][C:16]([CH3:18])([CH3:17])[CH3:19])[CH3:12])[CH:8]=[CH:9][C:4]=2[CH2:3][CH2:2]1.